From a dataset of Peptide-MHC class II binding affinity with 134,281 pairs from IEDB. Regression. Given a peptide amino acid sequence and an MHC pseudo amino acid sequence, predict their binding affinity value. This is MHC class II binding data. The peptide sequence is FHVRGARRSGDVLWD. The MHC is DRB1_1101 with pseudo-sequence DRB1_1101. The binding affinity (normalized) is 0.424.